Predict the product of the given reaction. From a dataset of Forward reaction prediction with 1.9M reactions from USPTO patents (1976-2016). (1) Given the reactants [F:1][C:2]1[CH:10]=[CH:9][CH:8]=[C:7]([O:11][CH3:12])[C:3]=1[C:4]([OH:6])=O.[CH3:13][O:14][C:15]1[CH:43]=[CH:42][C:18]([CH2:19][N:20]2[CH:24]=[C:23]([NH2:25])[C:22]([C:26]3[NH:30][C:29]4[CH:31]=[CH:32][C:33]([CH2:35][N:36]5[CH2:41][CH2:40][O:39][CH2:38][CH2:37]5)=[CH:34][C:28]=4[N:27]=3)=[N:21]2)=[CH:17][CH:16]=1.C(Cl)CCl.C1C=CC2N(O)N=NC=2C=1, predict the reaction product. The product is: [F:1][C:2]1[CH:10]=[CH:9][CH:8]=[C:7]([O:11][CH3:12])[C:3]=1[C:4]([NH:25][C:23]1[C:22]([C:26]2[NH:30][C:29]3[CH:31]=[CH:32][C:33]([CH2:35][N:36]4[CH2:37][CH2:38][O:39][CH2:40][CH2:41]4)=[CH:34][C:28]=3[N:27]=2)=[N:21][N:20]([CH2:19][C:18]2[CH:42]=[CH:43][C:15]([O:14][CH3:13])=[CH:16][CH:17]=2)[CH:24]=1)=[O:6]. (2) Given the reactants [NH2:1][C@H:2]1[C@@H:7]([NH:8][C:9]([C:11]2[NH:12][C:13]([CH2:17][CH3:18])=[C:14]([Cl:16])[N:15]=2)=[O:10])[CH2:6][CH2:5][N:4]([C:19]2[S:20][C:21]3[C:27]([C:28]([O:30][CH2:31][CH3:32])=[O:29])=[CH:26][CH:25]=[CH:24][C:22]=3[N:23]=2)[CH2:3]1.[CH3:33][CH:34]([CH3:38])[CH2:35][CH:36]=O.C(O[BH-](OC(=O)C)OC(=O)C)(=O)C.[Na+], predict the reaction product. The product is: [Cl:16][C:14]1[N:15]=[C:11]([C:9]([NH:8][C@H:7]2[CH2:6][CH2:5][N:4]([C:19]3[S:20][C:21]4[C:27]([C:28]([O:30][CH2:31][CH3:32])=[O:29])=[CH:26][CH:25]=[CH:24][C:22]=4[N:23]=3)[CH2:3][C@H:2]2[NH:1][CH2:36][CH2:35][CH:34]([CH3:38])[CH3:33])=[O:10])[NH:12][C:13]=1[CH2:17][CH3:18]. (3) The product is: [CH3:12][O:11][CH2:9][C:4]1([C:3](=[O:2])[CH2:16][C:15]#[N:17])[CH2:8][CH2:7][CH2:6][CH2:5]1. Given the reactants C[O:2][CH2:3][C:4]1([C:9]([O:11][CH3:12])=O)[CH2:8][CH2:7][CH2:6][CH2:5]1.[H-].[Na+].[C:15](#[N:17])[CH3:16], predict the reaction product. (4) Given the reactants ClC1C2N=C(CCCCCCCCCCCCCCC)N(CC(C)C)C=2C2C=CC=CC=2N=1.ClC1C(N)=C(NCC(C)C)C2C(=CC=CC=2)N=1.[C:51]([OH:68])(=[O:67])[CH2:52][CH2:53][CH2:54][CH2:55][CH2:56][CH2:57][CH2:58][CH2:59][CH2:60][CH2:61][CH2:62][CH2:63][CH2:64][CH2:65][CH3:66].[OH-].[Na+:70], predict the reaction product. The product is: [C:51]([O-:68])(=[O:67])[CH2:52][CH2:53][CH2:54][CH2:55][CH2:56][CH2:57][CH2:58][CH2:59][CH2:60][CH2:61][CH2:62][CH2:63][CH2:64][CH2:65][CH3:66].[Na+:70]. (5) Given the reactants [CH3:1][OH:2].[CH3:3][NH:4][C:5]1[CH:10]=[CH:9][C:8]([F:11])=[CH:7][C:6]=1[N+:12]([O-])=O.O, predict the reaction product. The product is: [F:11][C:8]1[CH:9]=[CH:10][C:5]2[N:4]([CH3:3])[C:1]([OH:2])=[N:12][C:6]=2[CH:7]=1. (6) Given the reactants [Cl:1][C:2]1[CH:12]=[CH:11][C:5]([C:6](OCC)=[O:7])=[CH:4][N:3]=1.[BH4-].[Na+], predict the reaction product. The product is: [Cl:1][C:2]1[N:3]=[CH:4][C:5]([CH2:6][OH:7])=[CH:11][CH:12]=1. (7) Given the reactants [OH-:1].[NH4+].[N+:3]([O-:6])([O-:5])=[O:4].[Co+2:7].[N+:8]([O-:11])([O-:10])=[O:9], predict the reaction product. The product is: [OH2:4].[OH2:9].[OH2:1].[OH2:4].[OH2:4].[OH2:4].[N+:3]([O-:6])([O-:5])=[O:4].[Co+2:7].[N+:8]([O-:11])([O-:10])=[O:9]. (8) The product is: [CH2:1]([O:3][C:4](=[O:29])[CH2:5][C:6]1[CH:11]=[CH:10][C:9]([O:12][CH3:13])=[C:8]([O:14][C:15]2[CH:20]=[CH:19][C:18]([C:35]3[CH:36]=[CH:37][CH:38]=[CH:39][C:34]=3[S:31]([CH3:30])(=[O:33])=[O:32])=[CH:17][C:16]=2[CH2:22][N:23]2[CH2:27][CH2:26][O:25][C:24]2=[O:28])[CH:7]=1)[CH3:2]. Given the reactants [CH2:1]([O:3][C:4](=[O:29])[CH2:5][C:6]1[CH:11]=[CH:10][C:9]([O:12][CH3:13])=[C:8]([O:14][C:15]2[CH:20]=[CH:19][C:18](Br)=[CH:17][C:16]=2[CH2:22][N:23]2[CH2:27][CH2:26][O:25][C:24]2=[O:28])[CH:7]=1)[CH3:2].[CH3:30][S:31]([C:34]1[CH:39]=[CH:38][CH:37]=[CH:36][C:35]=1B(O)O)(=[O:33])=[O:32], predict the reaction product.